From a dataset of Reaction yield outcomes from USPTO patents with 853,638 reactions. Predict the reaction yield, written as a fraction of the theoretical maximum amount of product (1.0 means a 100% yield; for example, 0.34 means a 34% yield). (1) The reactants are [CH2:1]([CH:8]([NH:31][C:32]([C:34]1[CH:43]=[N:42][C:41]2[C:36](=[CH:37][CH:38]=[CH:39][CH:40]=2)[N:35]=1)=[O:33])[CH:9]([O:23][Si](C(C)(C)C)(C)C)[CH2:10][CH:11]([C:18]1[O:19][CH:20]=[CH:21][N:22]=1)[CH2:12][CH2:13][C:14]([F:17])([CH3:16])[CH3:15])[C:2]1[CH:7]=[CH:6][CH:5]=[CH:4][CH:3]=1. The catalyst is O1CCCC1. The product is [CH2:1]([CH:8]([NH:31][C:32]([C:34]1[CH:43]=[N:42][C:41]2[C:36](=[CH:37][CH:38]=[CH:39][CH:40]=2)[N:35]=1)=[O:33])[CH:9]([OH:23])[CH2:10][CH:11]([C:18]1[O:19][CH:20]=[CH:21][N:22]=1)[CH2:12][CH2:13][C:14]([F:17])([CH3:16])[CH3:15])[C:2]1[CH:7]=[CH:6][CH:5]=[CH:4][CH:3]=1. The yield is 0.680. (2) The reactants are [Cl:1][C:2]1[C:3]([C:29]([F:32])([F:31])[F:30])=[CH:4][C:5]([N:8]2[CH2:11][C:10]([CH2:13][O:14][C:15]3[C:24]([CH:25]4[CH2:27][CH2:26]4)=[CH:23][C:18]([C:19]([O:21]C)=[O:20])=[C:17]([F:28])[CH:16]=3)([CH3:12])[CH2:9]2)=[N:6][CH:7]=1.O.[OH-].[Li+]. The catalyst is O1CCCC1.O.C(OCC)(=O)C. The product is [Cl:1][C:2]1[C:3]([C:29]([F:32])([F:31])[F:30])=[CH:4][C:5]([N:8]2[CH2:11][C:10]([CH2:13][O:14][C:15]3[C:24]([CH:25]4[CH2:26][CH2:27]4)=[CH:23][C:18]([C:19]([OH:21])=[O:20])=[C:17]([F:28])[CH:16]=3)([CH3:12])[CH2:9]2)=[N:6][CH:7]=1. The yield is 0.670. (3) The reactants are [CH:1]1([CH2:6][CH:7]([N:11]2[C:16](=[O:17])[CH:15]=[C:14]([O:18][C:19]3[CH:24]=[CH:23][CH:22]=[CH:21][C:20]=3[N:25]3[CH2:30][CH2:29][O:28][CH2:27][CH2:26]3)[CH:13]=[N:12]2)[C:8](O)=[O:9])[CH2:5][CH2:4][CH2:3][CH2:2]1.[NH2:31][C:32]1[CH:36]=[CH:35][N:34]([CH2:37][C:38]([CH3:41])([OH:40])[CH3:39])[N:33]=1. The yield is 0.510. No catalyst specified. The product is [CH:1]1([CH2:6][CH:7]([N:11]2[C:16](=[O:17])[CH:15]=[C:14]([O:18][C:19]3[CH:24]=[CH:23][CH:22]=[CH:21][C:20]=3[N:25]3[CH2:30][CH2:29][O:28][CH2:27][CH2:26]3)[CH:13]=[N:12]2)[C:8]([NH:31][C:32]2[CH:36]=[CH:35][N:34]([CH2:37][C:38]([OH:40])([CH3:39])[CH3:41])[N:33]=2)=[O:9])[CH2:2][CH2:3][CH2:4][CH2:5]1. (4) The reactants are [C:1]([C:3]1[CH:12]=[CH:11][C:6]([C:7](=[O:10])[CH2:8]Br)=[CH:5][CH:4]=1)#[N:2].[OH2:13]. The catalyst is CS(C)=O. The product is [C:1]([C:3]1[CH:12]=[CH:11][C:6]([C:7]([CH:8]=[O:13])=[O:10])=[CH:5][CH:4]=1)#[N:2]. The yield is 0.641. (5) The reactants are [F:1][C:2]1[CH:7]=[CH:6][C:5](/[C:8](/[C:12]2[CH:17]=[CH:16][C:15]([S:18]([CH3:21])(=[O:20])=[O:19])=[CH:14][CH:13]=2)=[CH:9]\[C:10]#[N:11])=[CH:4][CH:3]=1. The catalyst is C(O)(=O)C. The product is [F:1][C:2]1[CH:7]=[CH:6][C:5]([CH:8]([C:12]2[CH:17]=[CH:16][C:15]([S:18]([CH3:21])(=[O:20])=[O:19])=[CH:14][CH:13]=2)[CH2:9][CH2:10][NH2:11])=[CH:4][CH:3]=1. The yield is 0.438.